Dataset: Serine/threonine kinase 33 screen with 319,792 compounds. Task: Binary Classification. Given a drug SMILES string, predict its activity (active/inactive) in a high-throughput screening assay against a specified biological target. (1) The molecule is Fc1c(N2C(=O)/C(=C\NCCC=3CCCCC3)C(=O)NC2=O)cccc1. The result is 0 (inactive). (2) The compound is Clc1cc(NC(=O)CCCC(=O)c2ccccc2)c(OC)cc1. The result is 0 (inactive). (3) The drug is Oc1ccc(CC2N(C=3N(C2)C(CN3)C)CCNC(=O)/C(C)=C\C)cc1. The result is 0 (inactive). (4) The compound is Brc1ccc(Nc2sc(CCC(OC)=O)c(n2)c2ccc(OC)cc2)cc1. The result is 0 (inactive). (5) The result is 0 (inactive). The molecule is S(c1n(CCCC)c(=O)c2cc(N3CCOCC3)ccc2n1)CC(=O)NCc1ccccc1. (6) The drug is O=C(NNc1[nH]c2n(c(=O)n(c(=O)c2c(=O)c1)C)C)C(CCC)CCC. The result is 0 (inactive). (7) The molecule is Clc1c(CNC(=O)CN(S(=O)(=O)C)c2cc([N+]([O-])=O)ccc2)cccc1. The result is 0 (inactive).